From a dataset of Full USPTO retrosynthesis dataset with 1.9M reactions from patents (1976-2016). Predict the reactants needed to synthesize the given product. Given the product [F:3][C:4]([F:15])([F:16])[O:5][C:6]1[CH:7]=[CH:8][C:9]([C:12]2([C:13]#[N:14])[CH2:21][CH2:20][CH2:18][CH2:19]2)=[CH:10][CH:11]=1, predict the reactants needed to synthesize it. The reactants are: [H-].[Na+].[F:3][C:4]([F:16])([F:15])[O:5][C:6]1[CH:11]=[CH:10][C:9]([CH2:12][C:13]#[N:14])=[CH:8][CH:7]=1.Br[CH:18]([CH:20](Br)[CH3:21])[CH3:19].